Dataset: Forward reaction prediction with 1.9M reactions from USPTO patents (1976-2016). Task: Predict the product of the given reaction. (1) Given the reactants [CH3:1][S:2](Cl)(=[O:4])=[O:3].[Br:6][C:7]1[CH:12]=[C:11]([Cl:13])[CH:10]=[CH:9][C:8]=1[CH:14]1[CH2:19][CH:18]([OH:20])[CH2:17][CH2:16][O:15]1.CCN(CC)CC, predict the reaction product. The product is: [CH3:1][S:2]([O:20][CH:18]1[CH2:17][CH2:16][O:15][CH:14]([C:8]2[CH:9]=[CH:10][C:11]([Cl:13])=[CH:12][C:7]=2[Br:6])[CH2:19]1)(=[O:4])=[O:3]. (2) Given the reactants [C:1]1([C:7]2[CH:12]=[CH:11][C:10]([O:13][C:14](=[O:33])[N:15]([CH3:32])[C@H:16]3[C:19](=[O:20])[N:18](C([Si](C)(C)C)[Si](C)(C)C)[C:17]3([CH3:31])[CH3:30])=[CH:9][CH:8]=2)[CH:6]=[CH:5][CH:4]=[CH:3][CH:2]=1.O=[N+]([O-])[O-].[O-][N+](=O)[O-].[O-][N+](=O)[O-].[O-][N+](=O)[O-].[O-][N+](=O)[O-].[O-][N+](=O)[O-].[Ce+4].[NH4+].[NH4+].CC(C)=O.C([O-])(O)=O.[Na+], predict the reaction product. The product is: [C:1]1([C:7]2[CH:12]=[CH:11][C:10]([O:13][C:14](=[O:33])[N:15]([CH3:32])[C@H:16]3[C:19](=[O:20])[NH:18][C:17]3([CH3:30])[CH3:31])=[CH:9][CH:8]=2)[CH:2]=[CH:3][CH:4]=[CH:5][CH:6]=1. (3) The product is: [ClH:58].[CH3:48][N:49]([CH3:57])[C:50]1[CH:55]=[CH:54][C:53]([NH:56][C:1](=[O:3])[CH2:4][CH2:5][CH2:6][CH2:7][O:8][C:9]2[CH:10]=[CH:11][C:12]([S:15]([C:18]3([C:24]([NH:32][OH:31])=[O:26])[CH2:23][CH2:22][O:21][CH2:20][CH2:19]3)(=[O:17])=[O:16])=[CH:13][CH:14]=2)=[CH:52][CH:51]=1. Given the reactants [C:1]([CH2:4][CH2:5][CH2:6][CH2:7][O:8][C:9]1[CH:14]=[CH:13][C:12]([S:15]([C:18]2([C:24]([O:26]C(C)(C)C)=O)[CH2:23][CH2:22][O:21][CH2:20][CH2:19]2)(=[O:17])=[O:16])=[CH:11][CH:10]=1)([OH:3])=O.[OH:31][N:32]1C2C=CC=CC=2N=N1.C(N(CC)CC)C.[CH3:48][N:49]([CH3:57])[C:50]1[CH:55]=[CH:54][C:53]([NH2:56])=[CH:52][CH:51]=1.[ClH:58].CN(C)CCCN=C=NCC, predict the reaction product. (4) Given the reactants Br[C:2]1[CH:10]=[CH:9][C:5]([C:6]([OH:8])=[O:7])=[CH:4][C:3]=1[O:11][CH3:12].[CH3:13][N:14]1[CH:18]=[C:17](B2OC(C)(C)C(C)(C)O2)[CH:16]=[N:15]1.[O-]P([O-])([O-])=O.[K+].[K+].[K+], predict the reaction product. The product is: [CH3:12][O:11][C:3]1[CH:4]=[C:5]([CH:9]=[CH:10][C:2]=1[C:17]1[CH:16]=[N:15][N:14]([CH3:13])[CH:18]=1)[C:6]([OH:8])=[O:7]. (5) Given the reactants [Cl:1][C:2]1[CH:7]=[CH:6][C:5]([CH:8]2[CH:17]3[CH2:18][CH2:19][N:20](C([O-])=O)[CH:16]3[C:15]3[CH:14]=[CH:13][CH:12]=[CH:11][C:10]=3[NH:9]2)=[CH:4][CH:3]=1.[ClH:24], predict the reaction product. The product is: [ClH:1].[ClH:24].[Cl:1][C:2]1[CH:7]=[CH:6][C:5]([CH:8]2[CH:17]3[CH2:18][CH2:19][NH:20][CH:16]3[C:15]3[CH:14]=[CH:13][CH:12]=[CH:11][C:10]=3[NH:9]2)=[CH:4][CH:3]=1.